From a dataset of Peptide-MHC class I binding affinity with 185,985 pairs from IEDB/IMGT. Regression. Given a peptide amino acid sequence and an MHC pseudo amino acid sequence, predict their binding affinity value. This is MHC class I binding data. (1) The peptide sequence is RIEQLYPFA. The MHC is HLA-B39:01 with pseudo-sequence HLA-B39:01. The binding affinity (normalized) is 0.0847. (2) The peptide sequence is SLLATIHDM. The MHC is HLA-B15:02 with pseudo-sequence HLA-B15:02. The binding affinity (normalized) is 0.683.